From a dataset of Kir2.1 potassium channel HTS with 301,493 compounds. Binary Classification. Given a drug SMILES string, predict its activity (active/inactive) in a high-throughput screening assay against a specified biological target. (1) The result is 0 (inactive). The drug is S(=O)(=O)(Nc1nccnc1OC)c1ccc(NC(=S)NC(=O)/C=C\c2ccccc2)cc1. (2) The compound is FC(F)(F)c1cc2nnn(C3CCN(CC3)CC(=O)Nc3noc(c3)C)c2cc1. The result is 0 (inactive). (3) The compound is O=C1C=2C(C(=C(N(C2CCC1)c1[nH]ncn1)N)C#N)c1ccc(OC)cc1. The result is 0 (inactive). (4) The drug is OC(=O)c1c(c(n(c1C)Cc1ccccc1)C)CNCC(c1ccccc1)C. The result is 0 (inactive).